From a dataset of Full USPTO retrosynthesis dataset with 1.9M reactions from patents (1976-2016). Predict the reactants needed to synthesize the given product. (1) The reactants are: O1CCCC1.[Cl:6][C:7]1[CH:8]=[CH:9][C:10]([N:37]2[CH:41]=[N:40][N:39]=[N:38]2)=[C:11]([C:13]2[CH:21]=[C:20]3[N:16]([C@H:17]([C:22]4[NH:23][C:24]([C:27]5[CH:28]=[C:29]([C:32](OC)=[O:33])[S:30][CH:31]=5)=[CH:25][N:26]=4)[CH2:18][CH2:19]3)[C:15](=[O:36])[CH:14]=2)[CH:12]=1.[H-].C([Al+]CC(C)C)C(C)C.C(C(C(C([O-])=O)O)O)([O-])=O.[Na+].[K+]. Given the product [Cl:6][C:7]1[CH:8]=[CH:9][C:10]([N:37]2[CH:41]=[N:40][N:39]=[N:38]2)=[C:11]([C:13]2[CH:21]=[C:20]3[N:16]([C@H:17]([C:22]4[NH:23][C:24]([C:27]5[CH:28]=[C:29]([CH2:32][OH:33])[S:30][CH:31]=5)=[CH:25][N:26]=4)[CH2:18][CH2:19]3)[C:15](=[O:36])[CH:14]=2)[CH:12]=1, predict the reactants needed to synthesize it. (2) Given the product [CH3:33][C:32]1[C:23]([N:7]2[CH2:8][CH:4]3[CH:5]([CH2:1][N:2]([C:9]([C:11]4[CH:16]=[CH:15][CH:14]=[CH:13][C:12]=4[C:17]4[S:18][CH:19]=[CH:20][CH:21]=4)=[O:10])[CH2:3]3)[CH2:6]2)=[N:24][C:25]2[C:30](=[CH:29][CH:28]=[CH:27][CH:26]=2)[N:31]=1, predict the reactants needed to synthesize it. The reactants are: [CH2:1]1[CH:5]2[CH2:6][NH:7][CH2:8][CH:4]2[CH2:3][N:2]1[C:9]([C:11]1[CH:16]=[CH:15][CH:14]=[CH:13][C:12]=1[C:17]1[S:18][CH:19]=[CH:20][CH:21]=1)=[O:10].Cl[C:23]1[C:32]([CH3:33])=[N:31][C:30]2[C:25](=[CH:26][CH:27]=[CH:28][CH:29]=2)[N:24]=1. (3) Given the product [CH2:1]([O:8][C:9]1[CH:27]=[C:26]([O:28][CH2:29][C:30]2[CH:31]=[CH:32][CH:33]=[CH:34][CH:35]=2)[C:25]([CH:36]([CH3:38])[CH3:37])=[CH:24][C:10]=1[C:11]([N:13]1[CH2:21][C:20]2[C:15](=[CH:16][CH:17]=[C:18]([CH2:22][N:43]3[CH2:44][CH2:45][N:40]([CH3:39])[CH2:41][CH2:42]3)[CH:19]=2)[CH2:14]1)=[O:12])[C:2]1[CH:3]=[CH:4][CH:5]=[CH:6][CH:7]=1, predict the reactants needed to synthesize it. The reactants are: [CH2:1]([O:8][C:9]1[CH:27]=[C:26]([O:28][CH2:29][C:30]2[CH:35]=[CH:34][CH:33]=[CH:32][CH:31]=2)[C:25]([CH:36]([CH3:38])[CH3:37])=[CH:24][C:10]=1[C:11]([N:13]1[CH2:21][C:20]2[C:15](=[CH:16][CH:17]=[C:18]([CH:22]=O)[CH:19]=2)[CH2:14]1)=[O:12])[C:2]1[CH:7]=[CH:6][CH:5]=[CH:4][CH:3]=1.[CH3:39][N:40]1[CH2:45][CH2:44][NH:43][CH2:42][CH2:41]1.CC(O)=O.[BH-](OC(C)=O)(OC(C)=O)OC(C)=O.[Na+]. (4) The reactants are: [CH3:1][CH:2]([CH2:9][CH2:10][CH3:11])[CH2:3][CH2:4][CH2:5][C:6](=[O:8])[CH3:7].N.[CH:13]#[CH:14].[OH-].[K+]. Given the product [CH3:7][C:6]([OH:8])([CH2:5][CH2:4][CH2:3][CH:2]([CH3:1])[CH2:9][CH2:10][CH3:11])[C:13]#[CH:14], predict the reactants needed to synthesize it. (5) Given the product [OH:46][C@@H:45]([CH2:44][OH:43])[CH2:47][CH2:48][NH:49][C:37]([CH:16]1[CH:15]([C:11]2[CH:12]=[CH:13][CH:14]=[C:9]([Cl:8])[C:10]=2[F:40])[C:19]([C:22]2[CH:27]=[CH:26][C:25]([Cl:28])=[CH:24][C:23]=2[F:29])([C:20]#[N:21])[CH:18]([CH2:30][C:31]([CH3:35])([CH3:36])[CH:32]([CH3:34])[CH3:33])[NH:17]1)=[O:39], predict the reactants needed to synthesize it. The reactants are: FC(F)(F)C(O)=O.[Cl:8][C:9]1[C:10]([F:40])=[C:11]([CH:15]2[C:19]([C:22]3[CH:27]=[CH:26][C:25]([Cl:28])=[CH:24][C:23]=3[F:29])([C:20]#[N:21])[CH:18]([CH2:30][C:31]([CH3:36])([CH3:35])[CH:32]([CH3:34])[CH3:33])[NH:17][CH:16]2[C:37]([OH:39])=O)[CH:12]=[CH:13][CH:14]=1.CC1(C)[O:46][C@H:45]([CH2:47][CH2:48][NH2:49])[CH2:44][O:43]1.CN(C(ON1N=NC2C=CC=NC1=2)=[N+](C)C)C.F[P-](F)(F)(F)(F)F.CCN(C(C)C)C(C)C.Cl. (6) Given the product [F:12][CH:10]([F:11])[C:9]1([C:4]2[CH:5]=[CH:6][C:7]([F:8])=[C:2]([F:1])[CH:3]=2)[CH:13]([C:14]([O:16][CH3:17])=[O:15])[C:18](=[O:20])[NH:32][C:30]([C:24]2[C:23]([F:22])=[CH:28][C:27]([F:29])=[CH:26][N:25]=2)=[N:31]1, predict the reactants needed to synthesize it. The reactants are: [F:1][C:2]1[CH:3]=[C:4]([C:9](=[C:13]([C:18]([O:20]C)=O)[C:14]([O:16][CH3:17])=[O:15])[CH:10]([F:12])[F:11])[CH:5]=[CH:6][C:7]=1[F:8].[F:22][C:23]1[C:24]([C:30](=[NH:32])[NH2:31])=[N:25][CH:26]=[C:27]([F:29])[CH:28]=1.